This data is from Full USPTO retrosynthesis dataset with 1.9M reactions from patents (1976-2016). The task is: Predict the reactants needed to synthesize the given product. (1) The reactants are: C(Cl)Cl.[C:4]([O:12][CH:13]1[CH2:18][CH2:17][C:16](=[O:19])[CH2:15][CH2:14]1)(=O)[C:5]1[CH:10]=[CH:9][CH:8]=[CH:7][CH:6]=1.C(N(CC)C(C)C)(C)C.FC(F)(F)S(O[Si:35]([C:38]([CH3:41])([CH3:40])[CH3:39])([CH3:37])[CH3:36])(=O)=O. Given the product [CH2:4]([O:12][CH:13]1[CH2:18][CH2:17][C:16]([O:19][Si:35]([C:38]([CH3:41])([CH3:40])[CH3:39])([CH3:37])[CH3:36])=[CH:15][CH2:14]1)[C:5]1[CH:10]=[CH:9][CH:8]=[CH:7][CH:6]=1, predict the reactants needed to synthesize it. (2) Given the product [Cl:17][CH2:18][CH2:19][CH2:20][CH2:21][CH2:22][CH2:23][O:1][CH2:2][CH2:3][O:4][CH2:5][CH2:6][NH:7][C:8](=[O:14])[O:9][C:10]([CH3:11])([CH3:13])[CH3:12], predict the reactants needed to synthesize it. The reactants are: [OH:1][CH2:2][CH2:3][O:4][CH2:5][CH2:6][NH:7][C:8](=[O:14])[O:9][C:10]([CH3:13])([CH3:12])[CH3:11].[H-].[Na+].[Cl:17][CH2:18][CH2:19][CH2:20][CH2:21][CH2:22][CH2:23]I. (3) Given the product [NH2:1][S:2]([C:5]1[C:6]([Cl:15])=[CH:7][C:8]([F:14])=[C:9]([CH:13]=1)[C:10]([O:12][CH3:16])=[O:11])(=[O:3])=[O:4], predict the reactants needed to synthesize it. The reactants are: [NH2:1][S:2]([C:5]1[C:6]([Cl:15])=[CH:7][C:8]([F:14])=[C:9]([CH:13]=1)[C:10]([OH:12])=[O:11])(=[O:4])=[O:3].[CH3:16]O. (4) Given the product [N:22]1[CH:27]=[CH:26][CH:25]=[C:24]([N:28]2[CH2:32][CH2:31][C@H:30]([C:33]([NH:1][C:2]3[CH:3]=[CH:4][C:5]([O:6][CH:7]4[CH2:12][CH2:11][N:10]([C:13]([O:15][C:16]([CH3:17])([CH3:18])[CH3:19])=[O:14])[CH2:9][CH2:8]4)=[CH:20][CH:21]=3)=[O:34])[CH2:29]2)[N:23]=1, predict the reactants needed to synthesize it. The reactants are: [NH2:1][C:2]1[CH:21]=[CH:20][C:5]([O:6][CH:7]2[CH2:12][CH2:11][N:10]([C:13]([O:15][C:16]([CH3:19])([CH3:18])[CH3:17])=[O:14])[CH2:9][CH2:8]2)=[CH:4][CH:3]=1.[N:22]1[CH:27]=[CH:26][CH:25]=[C:24]([N:28]2[CH2:32][CH2:31][C@H:30]([C:33](O)=[O:34])[CH2:29]2)[N:23]=1.C(OC(N1CC(C(O)=O)C1)=O)C1C=CC=CC=1. (5) The reactants are: [CH2:1]([C:7]1[CH:8]=[C:9]([C:13]2[N:17]([CH3:18])[C:16]([C:19]([N:21]3[CH2:26][CH2:25][CH:24]([N:27]4[CH2:31][CH2:30][CH2:29][CH2:28]4)[CH2:23][CH2:22]3)=[O:20])=[C:15](I)[N:14]=2)[CH:10]=[CH:11][CH:12]=1)[CH2:2][CH2:3][CH2:4][CH2:5][CH3:6].[F:33][C:34]1[CH:39]=[CH:38][C:37](B(O)O)=[CH:36][CH:35]=1.P([O-])([O-])([O-])=O.[K+].[K+].[K+]. Given the product [F:33][C:34]1[CH:39]=[CH:38][C:37]([C:15]2[N:14]=[C:13]([C:9]3[CH:10]=[CH:11][CH:12]=[C:7]([CH2:1][CH2:2][CH2:3][CH2:4][CH2:5][CH3:6])[CH:8]=3)[N:17]([CH3:18])[C:16]=2[C:19]([N:21]2[CH2:22][CH2:23][CH:24]([N:27]3[CH2:31][CH2:30][CH2:29][CH2:28]3)[CH2:25][CH2:26]2)=[O:20])=[CH:36][CH:35]=1, predict the reactants needed to synthesize it. (6) Given the product [NH2:24][CH2:23][C:13]1([C:17]2[CH:22]=[CH:21][CH:20]=[CH:19][N:18]=2)[N:12]2[C:28](=[O:30])[NH:29][C:10]3=[CH:9][CH:8]=[C:7]([C:6]4[C:2]([CH3:1])=[N:3][O:4][C:5]=4[CH3:31])[C:16](=[C:11]23)[O:15][CH2:14]1, predict the reactants needed to synthesize it. The reactants are: [CH3:1][C:2]1[C:6]([C:7]2[C:16]3[O:15][CH2:14][C:13]([CH2:23][NH:24]C(=O)C)([C:17]4[CH:22]=[CH:21][CH:20]=[CH:19][N:18]=4)[N:12]4[C:28](=[O:30])[NH:29][C:10]([C:11]=34)=[CH:9][CH:8]=2)=[C:5]([CH3:31])[O:4][N:3]=1.Cl. (7) Given the product [C:11]([O:15][C:16](=[O:41])[CH:17]([NH:29][S:30]([C:33]1[CH:38]=[CH:37][C:36]([O:39][CH3:40])=[CH:35][CH:34]=1)(=[O:32])=[O:31])[CH:18]([CH2:44][CH:43]=[CH2:42])[C:19]([O:21][CH2:22][C:23]1[CH:28]=[CH:27][CH:26]=[CH:25][CH:24]=1)=[O:20])([CH3:13])([CH3:14])[CH3:12], predict the reactants needed to synthesize it. The reactants are: C[Si]([N-][Si](C)(C)C)(C)C.[Li+].[C:11]([O:15][C:16](=[O:41])[CH:17]([NH:29][S:30]([C:33]1[CH:38]=[CH:37][C:36]([O:39][CH3:40])=[CH:35][CH:34]=1)(=[O:32])=[O:31])[CH2:18][C:19]([O:21][CH2:22][C:23]1[CH:28]=[CH:27][CH:26]=[CH:25][CH:24]=1)=[O:20])([CH3:14])([CH3:13])[CH3:12].[CH2:42](I)[CH:43]=[CH2:44]. (8) Given the product [C:1]1([C:7]2[N:8]=[C:9]([N:51]([CH2:50][C:49]3[CH:60]=[C:45]([O:44][CH2:42][CH3:43])[CH:46]=[C:47]([O:62][CH:63]([CH3:65])[CH3:64])[C:48]=3[F:61])[C:52]3[CH:59]=[CH:58][C:55]([C:56]#[N:57])=[CH:54][CH:53]=3)[N:10]([C:18]([C:31]3[CH:32]=[CH:33][CH:34]=[CH:35][CH:36]=3)([C:25]3[CH:26]=[CH:27][CH:28]=[CH:29][CH:30]=3)[C:19]3[CH:20]=[CH:21][CH:22]=[CH:23][CH:24]=3)[C:11]=2[C:12]2[CH:17]=[CH:16][CH:15]=[CH:14][CH:13]=2)[CH:6]=[CH:5][CH:4]=[CH:3][CH:2]=1, predict the reactants needed to synthesize it. The reactants are: [C:1]1([C:7]2[N:8]=[CH:9][N:10]([C:18]([C:31]3[CH:36]=[CH:35][CH:34]=[CH:33][CH:32]=3)([C:25]3[CH:30]=[CH:29][CH:28]=[CH:27][CH:26]=3)[C:19]3[CH:24]=[CH:23][CH:22]=[CH:21][CH:20]=3)[C:11]=2[C:12]2[CH:17]=[CH:16][CH:15]=[CH:14][CH:13]=2)[CH:6]=[CH:5][CH:4]=[CH:3][CH:2]=1.[Li]CCCC.[CH2:42]([O:44][C:45]1[CH:46]=[C:47]([O:62][CH:63]([CH3:65])[CH3:64])[C:48]([F:61])=[C:49]([CH:60]=1)/[CH:50]=[N:51]/[C:52]1[CH:59]=[CH:58][C:55]([C:56]#[N:57])=[CH:54][CH:53]=1)[CH3:43]. (9) Given the product [CH2:1]([N:5]1[C:14](=[S:28])[C:13]([C:16]#[N:17])=[C:12]2[C:7]([CH2:8][CH2:9][CH2:10][CH2:11]2)=[CH:6]1)[CH2:2][CH2:3][CH3:4], predict the reactants needed to synthesize it. The reactants are: [CH2:1]([N:5]1[C:14](=O)[C:13]([C:16]#[N:17])=[C:12]2[C:7]([CH:8](O)[CH2:9][CH2:10][CH2:11]2)=[CH:6]1)[CH2:2][CH2:3][CH3:4].COC1C=CC(P2(SP(C3C=CC(OC)=CC=3)(=S)S2)=[S:28])=CC=1.CO.